This data is from Catalyst prediction with 721,799 reactions and 888 catalyst types from USPTO. The task is: Predict which catalyst facilitates the given reaction. (1) Reactant: [CH3:1][N:2]1[C:6]([C:7]([F:10])([F:9])[F:8])=[C:5]([CH3:11])[C:4]([O:12][CH2:13][C:14]([F:17])([F:16])[F:15])=[N:3]1.[Br:18]N1C(=O)CCC1=O.N(C(C)(C)C#N)=NC(C)(C)C#N. Product: [Br:18][CH2:11][C:5]1[C:4]([O:12][CH2:13][C:14]([F:16])([F:15])[F:17])=[N:3][N:2]([CH3:1])[C:6]=1[C:7]([F:8])([F:10])[F:9]. The catalyst class is: 53. (2) Reactant: [F:1][C:2]1([F:33])[O:6][C:5]2[CH:7]=[CH:8][C:9]([C:11]3([C:14]([NH:16][C:17]4[CH:18]=[CH:19][C:20]([CH3:32])=[C:21]([C:23]5[CH:28]=[CH:27][CH:26]=[C:25]([C:29](O)=[O:30])[CH:24]=5)[CH:22]=4)=[O:15])[CH2:13][CH2:12]3)=[CH:10][C:4]=2[O:3]1.[CH3:34][S:35]([NH2:38])(=[O:37])=[O:36].C(Cl)CCl. Product: [F:33][C:2]1([F:1])[O:6][C:5]2[CH:7]=[CH:8][C:9]([C:11]3([C:14]([NH:16][C:17]4[CH:18]=[CH:19][C:20]([CH3:32])=[C:21]([C:23]5[CH:28]=[CH:27][CH:26]=[C:25]([C:29]([NH:38][S:35]([CH3:34])(=[O:37])=[O:36])=[O:30])[CH:24]=5)[CH:22]=4)=[O:15])[CH2:13][CH2:12]3)=[CH:10][C:4]=2[O:3]1. The catalyst class is: 79. (3) Reactant: [CH3:1][O:2][C:3]([C@H:5]1[CH2:10][CH2:9][C@H:8](C(O)=O)[CH2:7][CH2:6]1)=[O:4].C1C=CC(P(N=[N+]=[N-])(C2C=CC=CC=2)=[O:21])=CC=1.[C:31]1([C@H:41]([N:43]([CH2:51][C@@H:52]2[C@@H:56]([C:57]3[CH:62]=[CH:61][CH:60]=[CH:59][CH:58]=3)[CH2:55][NH:54][CH2:53]2)[C:44](=[O:50])[O:45][C:46]([CH3:49])([CH3:48])[CH3:47])[CH3:42])[C:40]2[C:35](=[CH:36][CH:37]=[CH:38][CH:39]=2)[CH:34]=[CH:33][CH:32]=1.C([N:65]([CH2:68]C)CC)C. Product: [C:46]([O:45][C:44]([N:43]([CH2:51][C@@H:52]1[C@@H:56]([C:57]2[CH:58]=[CH:59][CH:60]=[CH:61][CH:62]=2)[CH2:55][N:54]([C:68]([NH:65][C@H:8]2[CH2:7][CH2:6][C@H:5]([C:3]([O:2][CH3:1])=[O:4])[CH2:10][CH2:9]2)=[O:21])[CH2:53]1)[C@@H:41]([C:31]1[C:40]2[C:35](=[CH:36][CH:37]=[CH:38][CH:39]=2)[CH:34]=[CH:33][CH:32]=1)[CH3:42])=[O:50])([CH3:48])([CH3:49])[CH3:47]. The catalyst class is: 11. (4) Reactant: C([O:4][CH2:5][CH2:6][O:7][C@@H:8]1[CH2:13][CH2:12][CH2:11][CH2:10][C@H:9]1[NH:14][C:15]([C:17]1[N:18]=[C:19]([C:29]2[CH:34]=[CH:33][CH:32]=[CH:31][C:30]=2[Cl:35])[N:20]([C:22]2[CH:27]=[CH:26][C:25]([Cl:28])=[CH:24][CH:23]=2)[CH:21]=1)=[O:16])(=O)C.[BH4-].[Na+].CC(C)=O. Product: [Cl:35][C:30]1[CH:31]=[CH:32][CH:33]=[CH:34][C:29]=1[C:19]1[N:20]([C:22]2[CH:27]=[CH:26][C:25]([Cl:28])=[CH:24][CH:23]=2)[CH:21]=[C:17]([C:15]([NH:14][C@@H:9]2[CH2:10][CH2:11][CH2:12][CH2:13][C@@H:8]2[O:7][CH2:6][CH2:5][OH:4])=[O:16])[N:18]=1. The catalyst class is: 20. (5) Reactant: [F:1][C:2]1[CH:3]=[CH:4][C:5]([CH3:26])=[C:6]([C:8]2[CH:17]=[C:16]3[C:11]([CH:12]=[C:13]([NH:18][C:19]([CH:21]4[CH2:23][CH2:22]4)=[O:20])[N:14]=[CH:15]3)=[C:10]([CH:24]=O)[N:9]=2)[CH:7]=1.[CH3:27][NH:28][CH3:29].O1CCCC1.C(O[BH-](OC(=O)C)OC(=O)C)(=O)C.[Na+]. Product: [CH3:27][N:28]([CH2:24][C:10]1[N:9]=[C:8]([C:6]2[CH:7]=[C:2]([F:1])[CH:3]=[CH:4][C:5]=2[CH3:26])[CH:17]=[C:16]2[C:11]=1[CH:12]=[C:13]([NH:18][C:19]([CH:21]1[CH2:22][CH2:23]1)=[O:20])[N:14]=[CH:15]2)[CH3:29]. The catalyst class is: 124. (6) Reactant: CS[C:3]1[S:4][CH2:5][CH2:6][N:7]=1.Cl[C:9]1[N:14]=[CH:13][C:12]([CH2:15][NH2:16])=[CH:11][CH:10]=1. Product: [S:4]1[CH2:5][CH2:6][N:7]=[C:3]1[NH:16][CH2:15][C:12]1[CH:13]=[N:14][CH:9]=[CH:10][CH:11]=1. The catalyst class is: 8.